Dataset: Reaction yield outcomes from USPTO patents with 853,638 reactions. Task: Predict the reaction yield, written as a fraction of the theoretical maximum amount of product (1.0 means a 100% yield; for example, 0.34 means a 34% yield). (1) The reactants are [CH3:1][O:2][C:3]1[C:4]2[N:17]=[C:16]([NH:18]C(=O)C3C=CC=CC=3)[S:15][C:5]=2[C:6]([C:9]2[CH:14]=[CH:13][CH:12]=[CH:11][CH:10]=2)=[N:7][CH:8]=1.[OH-].[Na+]. The catalyst is CO. The product is [CH3:1][O:2][C:3]1[C:4]2[N:17]=[C:16]([NH2:18])[S:15][C:5]=2[C:6]([C:9]2[CH:14]=[CH:13][CH:12]=[CH:11][CH:10]=2)=[N:7][CH:8]=1. The yield is 0.480. (2) The reactants are [C:1]1([C:7]2[O:25][C:10]3[N:11]=[CH:12][N:13]=[C:14]([NH:15][CH2:16][CH2:17][CH2:18][CH2:19][CH2:20][C:21]([O:23][CH3:24])=[O:22])[C:9]=3[C:8]=2B2OC(C)(C)C(C)(C)O2)[CH:6]=[CH:5][CH:4]=[CH:3][CH:2]=1.C(=O)([O-])[O-].[K+].[K+].CO.Br[C:44]1[N:49]=[CH:48][C:47]([CH:50]=[O:51])=[CH:46][CH:45]=1. The catalyst is CS(C)=O.Cl[Pd](Cl)([P](C1C=CC=CC=1)(C1C=CC=CC=1)C1C=CC=CC=1)[P](C1C=CC=CC=1)(C1C=CC=CC=1)C1C=CC=CC=1. The product is [CH:50]([C:47]1[CH:46]=[CH:45][C:44]([C:8]2[C:9]3[C:14]([NH:15][CH2:16][CH2:17][CH2:18][CH2:19][CH2:20][C:21]([O:23][CH3:24])=[O:22])=[N:13][CH:12]=[N:11][C:10]=3[O:25][C:7]=2[C:1]2[CH:6]=[CH:5][CH:4]=[CH:3][CH:2]=2)=[N:49][CH:48]=1)=[O:51]. The yield is 0.490. (3) The reactants are C([O:3][C:4](=[O:21])[CH2:5][C:6]([NH:8][C:9]1[CH:10]=[N:11][C:12]([C:15]2[CH:20]=[CH:19][CH:18]=[CH:17][CH:16]=2)=[CH:13][CH:14]=1)=[O:7])C.CO.C1COCC1.O[Li].O. The catalyst is O. The product is [C:15]1([C:12]2[N:11]=[CH:10][C:9]([NH:8][C:6](=[O:7])[CH2:5][C:4]([OH:21])=[O:3])=[CH:14][CH:13]=2)[CH:16]=[CH:17][CH:18]=[CH:19][CH:20]=1. The yield is 0.820. (4) The reactants are [C:1]([C:5]1[NH:6][C:7]2[C:12]([CH:13]=1)=[CH:11][C:10]([N+:14]([O-:16])=[O:15])=[CH:9][C:8]=2[C:17](OC)=[O:18])([CH3:4])([CH3:3])[CH3:2].ClCCl.CC(C[AlH]CC(C)C)C. The catalyst is O. The product is [C:1]([C:5]1[NH:6][C:7]2[C:12]([CH:13]=1)=[CH:11][C:10]([N+:14]([O-:16])=[O:15])=[CH:9][C:8]=2[CH2:17][OH:18])([CH3:4])([CH3:2])[CH3:3]. The yield is 0.730. (5) The reactants are CO[CH:3](OC)[CH2:4][C:5]([CH3:11])=[C:6]([C:9]#[N:10])[C:7]#[N:8].C(C(C#N)=C(C)C=C[O:20]C)#N.S(=O)(=O)(O)O. No catalyst specified. The product is [C:7]([C:6]1[C:9](=[O:20])[NH:10][CH:3]=[CH:4][C:5]=1[CH3:11])#[N:8]. The yield is 0.680. (6) The reactants are [OH:1][C:2]1[CH:11]=[CH:10][C:5]([C:6]([O:8][CH3:9])=[O:7])=[CH:4][CH:3]=1.[Br:12][CH2:13][CH2:14][CH2:15]Br.C(=O)([O-])[O-].[K+].[K+]. The catalyst is CC#N. The product is [Br:12][CH2:13][CH2:14][CH2:15][O:1][C:2]1[CH:3]=[CH:4][C:5]([C:6]([O:8][CH3:9])=[O:7])=[CH:10][CH:11]=1. The yield is 0.890. (7) The reactants are [NH2:1][C:2]1[CH:3]=[N:4][CH:5]=[CH:6][C:7]=1[OH:8].[NH2:9][C:10]1[CH:18]=[CH:17][CH:16]=[CH:15][C:11]=1[C:12](O)=O. No catalyst specified. The product is [O:8]1[C:7]2[CH:6]=[CH:5][N:4]=[CH:3][C:2]=2[N:1]=[C:12]1[C:11]1[CH:15]=[CH:16][CH:17]=[CH:18][C:10]=1[NH2:9]. The yield is 0.390. (8) The reactants are [I-].[Na+].C(=O)([O-])[O-].[K+].[K+].[Cl:9][CH2:10][C:11]([CH2:13]Cl)=[CH2:12].[OH:15][C:16]1[CH:23]=[CH:22][CH:21]=[CH:20][C:17]=1[CH:18]=[O:19]. The catalyst is CC(C)=O. The product is [Cl:9][CH2:10][C:11](=[CH2:12])[CH2:13][O:15][C:16]1[CH:23]=[CH:22][CH:21]=[CH:20][C:17]=1[CH:18]=[O:19]. The yield is 0.700. (9) The reactants are [NH2:1][CH:2]1[CH2:7][CH2:6][N:5]([C:8]2[S:9][C:10]([C:14]([O:16][CH2:17][CH3:18])=[O:15])=[C:11]([CH3:13])[N:12]=2)[CH2:4][CH2:3]1.[Cl:19][C:20]1[N:21]=[C:22]([C:27](O)=[O:28])[NH:23][C:24]=1[CH2:25][CH3:26].CCN=C=NCCCN(C)C.Cl.ON1C2C=CC=CC=2N=N1.CN1CCOCC1. No catalyst specified. The product is [Cl:19][C:20]1[N:21]=[C:22]([C:27]([NH:1][CH:2]2[CH2:7][CH2:6][N:5]([C:8]3[S:9][C:10]([C:14]([O:16][CH2:17][CH3:18])=[O:15])=[C:11]([CH3:13])[N:12]=3)[CH2:4][CH2:3]2)=[O:28])[NH:23][C:24]=1[CH2:25][CH3:26]. The yield is 0.940. (10) The reactants are CC1C=CC(S(O[CH2:12][CH:13]2[CH:22]=[CH:21][C:20]3[C:15](=[C:16]([C:24]4[CH:29]=[CH:28][CH:27]=[CH:26][C:25]=4[Cl:30])[CH:17]=[C:18](F)[CH:19]=3)[O:14]2)(=O)=O)=CC=1.[N-:31]=[N+:32]=[N-:33].[Na+]. The catalyst is CS(C)=O. The product is [N:31]([CH2:12][CH:13]1[CH:22]=[CH:21][C:20]2[C:15](=[C:16]([C:24]3[CH:29]=[CH:28][CH:27]=[CH:26][C:25]=3[Cl:30])[CH:17]=[CH:18][CH:19]=2)[O:14]1)=[N+:32]=[N-:33]. The yield is 0.670.